Dataset: Forward reaction prediction with 1.9M reactions from USPTO patents (1976-2016). Task: Predict the product of the given reaction. (1) Given the reactants C(O[BH-](OC(=O)C)OC(=O)C)(=O)C.[Na+].[CH2:15]([NH2:19])[CH:16]([CH3:18])[CH3:17].[C:20]([O:24][C:25]([N:27]1[CH2:33][CH2:32][CH2:31][C@H:28]1[CH:29]=O)=[O:26])([CH3:23])([CH3:22])[CH3:21].[OH-].[Na+], predict the reaction product. The product is: [CH2:15]([NH:19][CH2:29][C@@H:28]1[CH2:31][CH2:32][CH2:33][N:27]1[C:25]([O:24][C:20]([CH3:21])([CH3:23])[CH3:22])=[O:26])[CH:16]([CH3:18])[CH3:17]. (2) Given the reactants [CH2:1]([O:5][C:6]1[C:11]2[C:12]([O:15][CH2:16][CH:17]3[CH2:22][CH2:21][N:20](C(OC(C)(C)C)=O)[CH2:19][CH2:18]3)=[N:13][O:14][C:10]=2[CH:9]=[CH:8][CH:7]=1)[CH:2]([CH3:4])[CH3:3].[ClH:30], predict the reaction product. The product is: [Cl-:30].[CH2:1]([O:5][C:6]1[C:11]2[C:12]([O:15][CH2:16][CH:17]3[CH2:22][CH2:21][NH2+:20][CH2:19][CH2:18]3)=[N:13][O:14][C:10]=2[CH:9]=[CH:8][CH:7]=1)[CH:2]([CH3:4])[CH3:3]. (3) Given the reactants CS(O[CH:6]([C:8]1[CH:13]=[C:12]([C:14]#[N:15])[CH:11]=[C:10]([NH:16][C:17]2[N:22]=[C:21]([NH:23][CH:24]3[CH2:26][CH2:25]3)[C:20]3=[N:27][CH:28]=[C:29]([C:30]#[N:31])[N:19]3[N:18]=2)[C:9]=1[Cl:32])[CH3:7])(=O)=O.[NH:33]1[CH2:38][CH2:37][NH:36][CH2:35][C:34]1=[O:39], predict the reaction product. The product is: [Cl:32][C:9]1[C:8]([CH:6]([N:36]2[CH2:37][CH2:38][NH:33][C:34](=[O:39])[CH2:35]2)[CH3:7])=[CH:13][C:12]([C:14]#[N:15])=[CH:11][C:10]=1[NH:16][C:17]1[N:22]=[C:21]([NH:23][CH:24]2[CH2:25][CH2:26]2)[C:20]2=[N:27][CH:28]=[C:29]([C:30]#[N:31])[N:19]2[N:18]=1.